From a dataset of Peptide-MHC class II binding affinity with 134,281 pairs from IEDB. Regression. Given a peptide amino acid sequence and an MHC pseudo amino acid sequence, predict their binding affinity value. This is MHC class II binding data. (1) The binding affinity (normalized) is 0.215. The MHC is DRB1_1101 with pseudo-sequence DRB1_1101. The peptide sequence is KIGIGVLLTWIGLNS. (2) The peptide sequence is VKVLRPAPGGKAYMD. The MHC is HLA-DQA10102-DQB10501 with pseudo-sequence HLA-DQA10102-DQB10501. The binding affinity (normalized) is 0.671.